Dataset: Catalyst prediction with 721,799 reactions and 888 catalyst types from USPTO. Task: Predict which catalyst facilitates the given reaction. (1) Reactant: Cl.[CH3:2][O:3][C:4](=[O:10])[C@@H:5]1[CH2:9][CH2:8][CH2:7][NH:6]1.C(N(CC)CC)C.[C:18]1([S:24](Cl)(=[O:26])=[O:25])[CH:23]=[CH:22][CH:21]=[CH:20][CH:19]=1. Product: [CH3:2][O:3][C:4](=[O:10])[C@@H:5]1[CH2:9][CH2:8][CH2:7][N:6]1[S:24]([C:18]1[CH:23]=[CH:22][CH:21]=[CH:20][CH:19]=1)(=[O:26])=[O:25]. The catalyst class is: 2. (2) Reactant: [CH2:1]([O:8][C:9](=[O:26])[CH:10]([C:19]1[CH:24]=[CH:23][C:22](Br)=[CH:21][CH:20]=1)[NH:11][C:12]([O:14][C:15]([CH3:18])([CH3:17])[CH3:16])=[O:13])[C:2]1[CH:7]=[CH:6][CH:5]=[CH:4][CH:3]=1.[CH:27]([S:29]([CH3:32])(=[O:31])=[O:30])=[CH2:28].C1(C)C=CC=CC=1P(C1C=CC=CC=1C)C1C=CC=CC=1C.C(N(CC)CC)C. Product: [CH2:1]([O:8][C:9](=[O:26])[CH:10]([NH:11][C:12]([O:14][C:15]([CH3:18])([CH3:17])[CH3:16])=[O:13])[C:19]1[CH:24]=[CH:23][C:22](/[CH:28]=[CH:27]/[S:29]([CH3:32])(=[O:31])=[O:30])=[CH:21][CH:20]=1)[C:2]1[CH:7]=[CH:6][CH:5]=[CH:4][CH:3]=1. The catalyst class is: 524. (3) Product: [O:3]=[C:4]1[CH2:5][CH2:6][CH2:7][N:8]1[C@@H:9]([CH2:10][CH3:11])[C:12]([NH2:13])=[O:14]. The catalyst class is: 11. Reactant: C([O:3][C:4](=O)[CH2:5][CH2:6][CH2:7][NH:8][C@H:9]([C:12](=[O:14])[NH2:13])[CH2:10][CH3:11])C. (4) Reactant: C([O:8][C:9]1[CH:14]=[CH:13][C:12]([CH2:15][CH2:16][N:17]([CH2:32][C:33]2[CH:38]=[CH:37][C:36]([C:39]([CH3:42])([CH3:41])[CH3:40])=[CH:35][CH:34]=2)[C:18](=[O:31])[C:19]2[CH:24]=[C:23]([C:25]([F:28])([F:27])[F:26])[CH:22]=[C:21]([Cl:29])[C:20]=2[F:30])=[CH:11][C:10]=1[C:43]([CH3:46])([CH3:45])[CH3:44])C1C=CC=CC=1. Product: [C:39]([C:36]1[CH:35]=[CH:34][C:33]([CH2:32][N:17]([CH2:16][CH2:15][C:12]2[CH:13]=[CH:14][C:9]([OH:8])=[C:10]([C:43]([CH3:46])([CH3:45])[CH3:44])[CH:11]=2)[C:18](=[O:31])[C:19]2[CH:24]=[C:23]([C:25]([F:27])([F:26])[F:28])[CH:22]=[C:21]([Cl:29])[C:20]=2[F:30])=[CH:38][CH:37]=1)([CH3:40])([CH3:42])[CH3:41]. The catalyst class is: 78. (5) Product: [C:2]([O:5][CH:6]=[CH2:7])(=[O:4])[CH3:3].[C:8]([O:11][C:2](=[O:4])[CH3:3])(=[O:10])[CH3:9]. The catalyst class is: 8. Reactant: O.[C:2]([O:5][CH2:6][CH3:7])(=[O:4])[CH3:3].[C:8]([OH:11])(=[O:10])[CH3:9]. (6) Reactant: C(OC(=O)[NH:7][CH:8]([NH:17][C:18]1[CH:23]=[CH:22][C:21]([CH2:24][CH2:25][C:26]2[N:27]=[C:28]([NH:42][C:43](=[O:45])[CH3:44])[S:29][C:30]=2[CH2:31][C:32]2[CH:37]=[CH:36][CH:35]=[C:34]([S:38]([CH3:41])(=[O:40])=[O:39])[CH:33]=2)=[CH:20][CH:19]=1)[NH:9]C(=O)OC(C)(C)C)(C)(C)C.Cl. Product: [NH2:9][C:8]([NH:17][C:18]1[CH:19]=[CH:20][C:21]([CH2:24][CH2:25][C:26]2[N:27]=[C:28]([NH:42][C:43](=[O:45])[CH3:44])[S:29][C:30]=2[CH2:31][C:32]2[CH:37]=[CH:36][CH:35]=[C:34]([S:38]([CH3:41])(=[O:40])=[O:39])[CH:33]=2)=[CH:22][CH:23]=1)=[NH:7]. The catalyst class is: 169. (7) Reactant: [CH:1]1([N:7]=[C:8]=NC2CCCCC2)CCCCC1.[NH:16]1[C:24]2[C:19](=[CH:20][CH:21]=[CH:22][CH:23]=2)[C:18]([S:25][C:26]2[CH:31]=[CH:30][CH:29]=[CH:28][C:27]=2[CH2:32][C:33]([OH:35])=O)=[CH:17]1.CNC. Product: [NH:16]1[C:24]2[C:19](=[CH:20][CH:21]=[CH:22][CH:23]=2)[C:18]([S:25][C:26]2[CH:31]=[CH:30][CH:29]=[CH:28][C:27]=2[CH2:32][C:33]([N:7]([CH3:8])[CH3:1])=[O:35])=[CH:17]1. The catalyst class is: 618.